Dataset: In vitro SARS-CoV-2 activity screen of 1,480 approved drugs from Prestwick library. Task: Binary Classification. Given a drug SMILES string, predict its activity (active/inactive) in a high-throughput screening assay against a specified biological target. The molecule is CC1Cc2ccccc2N1NC(=O)c1ccc(Cl)c(S(N)(=O)=O)c1. The result is 0 (inactive).